From a dataset of Full USPTO retrosynthesis dataset with 1.9M reactions from patents (1976-2016). Predict the reactants needed to synthesize the given product. Given the product [F:16][C:17]1[CH:18]=[CH:19][C:20]([N:23]2[C:31]3[C:26](=[CH:27][C:28]([O:5][C@H:4]([C:6]4[CH:11]=[CH:10][CH:9]=[CH:8][CH:7]=4)[C@@H:3]([NH2:2])[CH2:12][CH2:13][CH3:14])=[CH:29][CH:30]=3)[CH:25]=[N:24]2)=[CH:21][CH:22]=1, predict the reactants needed to synthesize it. The reactants are: Cl.[NH2:2][C@@H:3]([CH2:12][CH2:13][CH3:14])[C@@H:4]([C:6]1[CH:11]=[CH:10][CH:9]=[CH:8][CH:7]=1)[OH:5].[Ar].[F:16][C:17]1[CH:22]=[CH:21][C:20]([N:23]2[C:31]3[C:26](=[CH:27][C:28](I)=[CH:29][CH:30]=3)[CH:25]=[N:24]2)=[CH:19][CH:18]=1.C(=O)([O-])[O-].[Cs+].[Cs+].